Dataset: Forward reaction prediction with 1.9M reactions from USPTO patents (1976-2016). Task: Predict the product of the given reaction. Given the reactants [Br:1][C:2]1[CH:3]=[C:4]2[C:9](=[CH:10][CH:11]=1)[N:8]([C:12](=[O:14])[CH3:13])[CH:7]([CH2:15][F:16])[CH2:6][NH:5]2.[O:17]1[CH:21]=[CH:20][CH:19]=[C:18]1[C:22](Cl)=[O:23].BrC1C=C2C(=CC=1)N(C(=O)C)[C@@H](C)CN2C(C1OC=CC=1)=O, predict the reaction product. The product is: [Br:1][C:2]1[CH:3]=[C:4]2[C:9](=[CH:10][CH:11]=1)[N:8]([C:12](=[O:14])[CH3:13])[CH:7]([CH2:15][F:16])[CH2:6][N:5]2[C:22]([C:18]1[O:17][CH:21]=[CH:20][CH:19]=1)=[O:23].